This data is from Reaction yield outcomes from USPTO patents with 853,638 reactions. The task is: Predict the reaction yield, written as a fraction of the theoretical maximum amount of product (1.0 means a 100% yield; for example, 0.34 means a 34% yield). (1) The yield is 0.680. The product is [C:23]([Si:27]([CH3:29])([CH3:28])[O:14][C:12]1[CH:13]=[C:8]([C:7]([CH3:17])([CH3:16])[O:6][SiH2:5][C:1]([CH3:4])([CH3:2])[CH3:3])[CH:9]=[CH:10][C:11]=1[F:15])([CH3:26])([CH3:25])[CH3:24]. The reactants are [C:1]([SiH2:5][O:6][C:7]([CH3:17])([CH3:16])[C:8]1[CH:9]=[CH:10][C:11]([F:15])=[C:12]([OH:14])[CH:13]=1)([CH3:4])([CH3:3])[CH3:2].N1C=CN=C1.[C:23]([Si:27](Cl)([CH3:29])[CH3:28])([CH3:26])([CH3:25])[CH3:24]. The catalyst is CN(C=O)C. (2) The reactants are [F:1][C:2]([CH3:9])([CH3:8])[C:3](=O)[CH2:4][C:5]#[N:6].[OH-:10].[Na+].S(O)(O)(=O)=O.[NH2:17]O. The catalyst is O.CCO. The product is [F:1][C:2]([C:3]1[CH:4]=[C:5]([NH2:6])[O:10][N:17]=1)([CH3:9])[CH3:8]. The yield is 0.350. (3) The reactants are [CH3:1][N:2]1[CH2:7][CH2:6][N:5]([C:8]([O:10][C@@H:11]2[N:20]([C:21]3[CH:22]=[CH:23][C:24]([Cl:27])=[CH:25][N:26]=3)[C:18](=[O:19])[C:13]3[N:14]=[CH:15][CH:16]=[N:17][C:12]2=3)=[O:9])[CH2:4][CH2:3]1.[C:28]([OH:35])(=[O:34])[CH2:29][CH2:30][C:31]([OH:33])=[O:32].CN1CCN(C(OC2N(C3C=CC(Cl)=CN=3)C(=O)C3N=CC=NC2=3)=O)CC1. The catalyst is C(OCC)(=O)C. The product is [CH3:1][N:2]1[CH2:7][CH2:6][N:5]([C:8]([O:10][C@@H:11]2[N:20]([C:21]3[CH:22]=[CH:23][C:24]([Cl:27])=[CH:25][N:26]=3)[C:18](=[O:19])[C:13]3[N:14]=[CH:15][CH:16]=[N:17][C:12]2=3)=[O:9])[CH2:4][CH2:3]1.[C:28]([O-:35])(=[O:34])[CH2:29][CH2:30][C:31]([O-:33])=[O:32]. The yield is 0.660. (4) The reactants are [CH:1]1[C:10]2[C:5](=[CH:6][CH:7]=[CH:8][CH:9]=2)[CH:4]=[CH:3][C:2]=1[C:11]1[C:19]2[C:14](=[CH:15][CH:16]=[C:17]([C:20]#[N:21])[CH:18]=2)[NH:13][N:12]=1.[N:22]([Sn](CCCC)(CCCC)CCCC)=[N+:23]=[N-:24]. The catalyst is C1(C)C=CC=CC=1. The product is [CH:1]1[C:10]2[C:5](=[CH:6][CH:7]=[CH:8][CH:9]=2)[CH:4]=[CH:3][C:2]=1[C:11]1[C:19]2[C:14](=[CH:15][CH:16]=[C:17]([C:20]3[NH:24][N:23]=[N:22][N:21]=3)[CH:18]=2)[NH:13][N:12]=1. The yield is 0.643. (5) The reactants are [CH3:1][C:2]1[CH:6]=[C:5]([CH3:7])[NH:4][C:3]=1/[CH:8]=[C:9]1\[C:10](=[O:25])[N:11]([C:18](N2C=CN=C2)=[O:19])[C:12]2[C:17]\1=[CH:16][CH:15]=[CH:14][CH:13]=2.[CH3:26][OH:27]. No catalyst specified. The product is [CH3:26][O:27][C:18]([N:11]1[C:12]2[C:17](=[CH:16][CH:15]=[CH:14][CH:13]=2)/[C:9](=[CH:8]/[C:3]2[NH:4][C:5]([CH3:7])=[CH:6][C:2]=2[CH3:1])/[C:10]1=[O:25])=[O:19]. The yield is 0.630. (6) The reactants are [CH3:1][CH:2]1[CH2:8][C:7](=[O:9])[CH2:6][CH2:5][CH:4]([C:10]2[N:11]([CH3:18])[N:12]=[CH:13][C:14]=2[N+:15]([O-:17])=[O:16])[O:3]1.CCC(C)[BH-](C(C)CC)C(C)CC.[Li+]. The catalyst is C1COCC1. The product is [CH3:1][CH:2]1[CH2:8][CH:7]([OH:9])[CH2:6][CH2:5][CH:4]([C:10]2[N:11]([CH3:18])[N:12]=[CH:13][C:14]=2[N+:15]([O-:17])=[O:16])[O:3]1. The yield is 0.810. (7) The reactants are O=[C:2]([C:26]1[CH:31]=[CH:30][N:29]=[CH:28][CH:27]=1)[CH:3]([C:8]1[CH:13]=[CH:12][C:11]([O:14][CH2:15][C:16]2[CH:25]=[CH:24][C:23]3[C:18](=[CH:19][CH:20]=[CH:21][CH:22]=3)[N:17]=2)=[CH:10][CH:9]=1)[C:4]([O:6]C)=O.[NH2:32][NH2:33].O. The catalyst is C(O)C. The product is [N:29]1[CH:30]=[CH:31][C:26]([C:2]2[NH:33][NH:32][C:4](=[O:6])[C:3]=2[C:8]2[CH:13]=[CH:12][C:11]([O:14][CH2:15][C:16]3[CH:25]=[CH:24][C:23]4[C:18](=[CH:19][CH:20]=[CH:21][CH:22]=4)[N:17]=3)=[CH:10][CH:9]=2)=[CH:27][CH:28]=1. The yield is 0.370. (8) The product is [Br:1][C:2]1[N:6]2[CH:7]=[C:8]([C:11]([N:21]3[C:22]4[C:17](=[CH:16][C:15]([F:14])=[CH:24][CH:23]=4)[CH2:18][CH2:19][C:20]3([CH3:26])[CH3:25])=[O:13])[N:9]=[CH:10][C:5]2=[N:4][CH:3]=1. The reactants are [Br:1][C:2]1[N:6]2[CH:7]=[C:8]([C:11]([OH:13])=O)[N:9]=[CH:10][C:5]2=[N:4][CH:3]=1.[F:14][C:15]1[CH:16]=[C:17]2[C:22](=[CH:23][CH:24]=1)[NH:21][C:20]([CH3:26])([CH3:25])[CH2:19][CH2:18]2.CCN(C(C)C)C(C)C. The yield is 0.150. The catalyst is O=S(Cl)Cl.C1COCC1. (9) The reactants are [Cl:1][C:2]1[CH:3]=[C:4]([CH:9]=[CH:10][CH:11]=1)[C:5]([NH:7][OH:8])=[NH:6].[C:12]1(=O)[O:17][C:15](=[O:16])[CH2:14][CH2:13]1. The catalyst is CN(C=O)C.C(OCC)(=O)C. The product is [Cl:1][C:2]1[CH:3]=[C:4]([C:5]2[N:6]=[C:12]([CH2:13][CH2:14][C:15]([OH:17])=[O:16])[O:8][N:7]=2)[CH:9]=[CH:10][CH:11]=1. The yield is 0.600.